This data is from Catalyst prediction with 721,799 reactions and 888 catalyst types from USPTO. The task is: Predict which catalyst facilitates the given reaction. (1) Reactant: C(OC([N:8]1[CH2:13][CH2:12][N:11]([CH2:14][C:15]2[CH:20]=[CH:19][C:18]([F:21])=[CH:17][CH:16]=2)[CH2:10][CH2:9]1)=O)(C)(C)C.FC(F)(F)C(O)=O. Product: [F:21][C:18]1[CH:19]=[CH:20][C:15]([CH2:14][N:11]2[CH2:12][CH2:13][NH:8][CH2:9][CH2:10]2)=[CH:16][CH:17]=1. The catalyst class is: 2. (2) Reactant: Cl[C:2]1[N:7]=[CH:6][C:5]([N+:8]([O-:10])=[O:9])=[CH:4][N:3]=1.C(N(CC)CC)C.[C:18]1([CH2:24][CH2:25][CH2:26][NH2:27])[CH:23]=[CH:22][CH:21]=[CH:20][CH:19]=1.O. The catalyst class is: 7. Product: [N+:8]([C:5]1[CH:4]=[N:3][C:2]([NH:27][CH2:26][CH2:25][CH2:24][C:18]2[CH:23]=[CH:22][CH:21]=[CH:20][CH:19]=2)=[N:7][CH:6]=1)([O-:10])=[O:9]. (3) Reactant: [C:1]([Si:5]([CH3:17])([CH3:16])[O:6][CH2:7][CH2:8][CH2:9][C:10]1[CH:15]=[CH:14][CH:13]=[CH:12][CH:11]=1)([CH3:4])([CH3:3])[CH3:2].[Br:18]N1C(=O)CCC1=O.C(OOC(=O)C1C=CC=CC=1)(=O)C1C=CC=CC=1. Product: [Br:18][CH:9]([C:10]1[CH:11]=[CH:12][CH:13]=[CH:14][CH:15]=1)[CH2:8][CH2:7][O:6][Si:5]([C:1]([CH3:3])([CH3:2])[CH3:4])([CH3:17])[CH3:16]. The catalyst class is: 53. (4) Reactant: [CH3:1][O:2][C:3]1[CH:8]=[CH:7][C:6]([C:9]2[CH:10]=[N:11][C:12]3[N:13]([N:15]=[CH:16][C:17]=3[C:18]([NH2:20])=O)[CH:14]=2)=[CH:5][CH:4]=1.CC[N+](S(N=C(OC)[O-])(=O)=O)(CC)CC. Product: [CH3:1][O:2][C:3]1[CH:4]=[CH:5][C:6]([C:9]2[CH:10]=[N:11][C:12]3[N:13]([N:15]=[CH:16][C:17]=3[C:18]#[N:20])[CH:14]=2)=[CH:7][CH:8]=1. The catalyst class is: 12. (5) Reactant: Cl[CH2:2][C:3]([NH:5][C:6]1[CH:11]=[C:10]([C:12]([F:15])([F:14])[F:13])[CH:9]=[CH:8][C:7]=1[OH:16])=[O:4].C(=O)([O-])[O-].[K+].[K+].O. Product: [F:13][C:12]([F:15])([F:14])[C:10]1[CH:9]=[CH:8][C:7]2[O:16][CH2:2][C:3](=[O:4])[NH:5][C:6]=2[CH:11]=1. The catalyst class is: 9. (6) Reactant: [C:1]([O:4][C@H:5]([CH3:20])[CH2:6][CH2:7][CH2:8][CH2:9][N:10]1[C:15](=[O:16])[CH:14]=[C:13]([NH2:17])[N:12]([CH3:18])[C:11]1=[O:19])(=[O:3])[CH3:2].[CH2:21]=[C:22]1O[C:24](=[O:25])[CH2:23]1. Product: [C:1]([O:4][C@H:5]([CH3:20])[CH2:6][CH2:7][CH2:8][CH2:9][N:10]1[C:15](=[O:16])[C:14]2[C:24](=[O:25])[CH:23]=[C:22]([CH3:21])[NH:17][C:13]=2[N:12]([CH3:18])[C:11]1=[O:19])(=[O:3])[CH3:2]. The catalyst class is: 26. (7) Product: [Cl:12][C:13]1[CH:14]=[C:15]([NH:16][C:2]2[C:3]3[N:10]([CH3:11])[CH:9]=[CH:8][C:4]=3[N:5]=[CH:6][N:7]=2)[CH:17]=[CH:18][C:19]=1[O:20][C:21]1[CH:29]=[CH:28][CH:27]=[C:26]2[C:22]=1[CH:23]=[N:24][NH:25]2. Reactant: Cl[C:2]1[C:3]2[N:10]([CH3:11])[CH:9]=[CH:8][C:4]=2[N:5]=[CH:6][N:7]=1.[Cl:12][C:13]1[CH:14]=[C:15]([CH:17]=[CH:18][C:19]=1[O:20][C:21]1[CH:29]=[CH:28][CH:27]=[C:26]2[C:22]=1[CH:23]=[N:24][NH:25]2)[NH2:16].C(=O)([O-])O.[Na+]. The catalyst class is: 32. (8) Reactant: [Cl:1][C:2]1[N:3]=[CH:4][C:5]2[S:10][CH:9]=[C:8]([CH3:11])[C:6]=2[N:7]=1.BrN1C(=[O:18])CCC1=O.N(C(C)(C)C#N)=NC(C)(C)C#N. Product: [Cl:1][C:2]1[N:3]=[CH:4][C:5]2[S:10][CH:9]=[C:8]([CH:11]=[O:18])[C:6]=2[N:7]=1.[Cl:1][C:2]1[N:3]=[CH:4][C:5]2[S:10][CH:9]=[C:8]([CH3:11])[C:6]=2[N:7]=1. The catalyst class is: 53.